Dataset: Peptide-MHC class I binding affinity with 185,985 pairs from IEDB/IMGT. Task: Regression. Given a peptide amino acid sequence and an MHC pseudo amino acid sequence, predict their binding affinity value. This is MHC class I binding data. (1) The peptide sequence is KLYERNTAF. The MHC is HLA-A26:01 with pseudo-sequence HLA-A26:01. The binding affinity (normalized) is 0.0847. (2) The peptide sequence is IELPEKDSW. The MHC is HLA-A33:01 with pseudo-sequence HLA-A33:01. The binding affinity (normalized) is 0. (3) The peptide sequence is RMYWGVNPK. The MHC is HLA-B15:42 with pseudo-sequence HLA-B15:42. The binding affinity (normalized) is 0.213. (4) The peptide sequence is PWYKNLHGL. The MHC is H-2-Db with pseudo-sequence H-2-Db. The binding affinity (normalized) is 0.0641. (5) The peptide sequence is RQTALFLL. The MHC is Mamu-B03 with pseudo-sequence Mamu-B03. The binding affinity (normalized) is 0.774. (6) The peptide sequence is AFPTSCHMFIICF. The MHC is HLA-B58:01 with pseudo-sequence HLA-B58:01. The binding affinity (normalized) is 0.0778. (7) The peptide sequence is IHDFVDKTL. The MHC is HLA-B57:01 with pseudo-sequence HLA-B57:01. The binding affinity (normalized) is 0.0847. (8) The peptide sequence is EVMTAVGLM. The MHC is HLA-A26:01 with pseudo-sequence HLA-A26:01. The binding affinity (normalized) is 0.854. (9) The peptide sequence is AFFSDLVKF. The MHC is HLA-B57:01 with pseudo-sequence HLA-B57:01. The binding affinity (normalized) is 0.213. (10) The peptide sequence is TPLDLAIQQL. The MHC is Mamu-A2201 with pseudo-sequence Mamu-A2201. The binding affinity (normalized) is 0.178.